This data is from Full USPTO retrosynthesis dataset with 1.9M reactions from patents (1976-2016). The task is: Predict the reactants needed to synthesize the given product. (1) Given the product [N+:1]([C:4]1[CH:5]=[C:6]2[C:10](=[CH:11][CH:12]=1)[N:9]([C:13]([S:15][CH3:16])=[NH:14])[CH2:8][CH2:7]2)([O-:3])=[O:2], predict the reactants needed to synthesize it. The reactants are: [N+:1]([C:4]1[CH:5]=[C:6]2[C:10](=[CH:11][CH:12]=1)[N:9]([C:13](=[S:15])[NH2:14])[CH2:8][CH2:7]2)([O-:3])=[O:2].[CH3:16]I. (2) Given the product [F:1][C:2]1[CH:11]=[C:10]([N+:12]([O-:14])=[O:13])[C:9]([O:27][CH3:26])=[CH:8][C:3]=1[C:4]([O:6][CH3:7])=[O:5], predict the reactants needed to synthesize it. The reactants are: [F:1][C:2]1[CH:11]=[C:10]([N+:12]([O-:14])=[O:13])[C:9](F)=[CH:8][C:3]=1[C:4]([O:6][CH3:7])=[O:5].C[Si]([N-][Si](C)(C)C)(C)C.[Li+].[CH3:26][OH:27].